Dataset: Catalyst prediction with 721,799 reactions and 888 catalyst types from USPTO. Task: Predict which catalyst facilitates the given reaction. (1) Reactant: [Cl:1][C:2]1[N:10]=[C:9]2[C:5]([N:6]=[CH:7][N:8]2[CH3:11])=[C:4]([N:12]2[CH2:17][CH2:16][O:15][CH2:14][C@@H:13]2[CH3:18])[N:3]=1.C([N-]C(C)C)(C)C.[Li+].[I:27]Cl.ClCCl. Product: [Cl:1][C:2]1[N:10]=[C:9]2[C:5]([N:6]=[C:7]([I:27])[N:8]2[CH3:11])=[C:4]([N:12]2[CH2:17][CH2:16][O:15][CH2:14][C@@H:13]2[CH3:18])[N:3]=1. The catalyst class is: 1. (2) Reactant: Cl[C:2]([O:4][CH2:5][C:6]1[CH:11]=[CH:10][CH:9]=[CH:8][CH:7]=1)=[O:3].Cl.[Br:13][C:14]1[C:15]([O:25][CH3:26])=[C:16]([CH:22]([NH2:24])[CH3:23])[CH:17]=[C:18]([Cl:21])[C:19]=1[CH3:20].C(=O)([O-])[O-].[Na+].[Na+].O. Product: [CH2:5]([O:4][C:2](=[O:3])[NH:24][CH:22]([C:16]1[CH:17]=[C:18]([Cl:21])[C:19]([CH3:20])=[C:14]([Br:13])[C:15]=1[O:25][CH3:26])[CH3:23])[C:6]1[CH:11]=[CH:10][CH:9]=[CH:8][CH:7]=1. The catalyst class is: 91. (3) Reactant: [CH3:1][O:2][C:3]1[C:4]([OH:21])=[CH:5][C:6]([OH:20])=[C:7]2[C:12](=[O:13])[CH:11]=[C:10]([C:14]3[CH:15]=[CH:16][CH:17]=[CH:18][CH:19]=3)[O:9][C:8]=12.[CH2:22]=O.[OH:24][CH:25]1[CH2:30][CH2:29][NH:28][CH2:27][CH2:26]1. Product: [OH:20][C:6]1[C:5]([CH2:22][N:28]2[CH2:29][CH2:30][CH:25]([OH:24])[CH2:26][CH2:27]2)=[C:4]([OH:21])[C:3]([O:2][CH3:1])=[C:8]2[C:7]=1[C:12](=[O:13])[CH:11]=[C:10]([C:14]1[CH:19]=[CH:18][CH:17]=[CH:16][CH:15]=1)[O:9]2. The catalyst class is: 5. (4) Reactant: [Cl:1][C:2]1[C:7]([C:8](Cl)=[O:9])=[C:6]([Cl:11])[N:5]=[CH:4][N:3]=1.[F:12][C:13]1[CH:14]=[C:15]([CH:17]=[CH:18][C:19]=1[O:20][CH3:21])[NH2:16]. Product: [Cl:1][C:2]1[C:7]([C:8]([NH:16][C:15]2[CH:17]=[CH:18][C:19]([O:20][CH3:21])=[C:13]([F:12])[CH:14]=2)=[O:9])=[C:6]([Cl:11])[N:5]=[CH:4][N:3]=1. The catalyst class is: 4. (5) Reactant: [C:1]1([C:7]2[N:11]=[C:10]([N:12]3[CH2:17][CH2:16][NH:15][CH2:14][CH2:13]3)[S:9][N:8]=2)[CH:6]=[CH:5][CH:4]=[CH:3][CH:2]=1.C(N(CC)CC)C.[CH3:25][O:26][C:27]1[CH:32]=[CH:31][CH:30]=[CH:29][C:28]=1[N:33]=[C:34]=[O:35]. Product: [CH3:25][O:26][C:27]1[CH:32]=[CH:31][CH:30]=[CH:29][C:28]=1[NH:33][C:34]([N:15]1[CH2:16][CH2:17][N:12]([C:10]2[S:9][N:8]=[C:7]([C:1]3[CH:2]=[CH:3][CH:4]=[CH:5][CH:6]=3)[N:11]=2)[CH2:13][CH2:14]1)=[O:35]. The catalyst class is: 7.